The task is: Predict the product of the given reaction.. This data is from Forward reaction prediction with 1.9M reactions from USPTO patents (1976-2016). (1) Given the reactants [C:1]1([CH2:7][N:8]2[CH2:13][CH2:12][C:11](=O)[CH2:10][CH2:9]2)[CH:6]=[CH:5][CH:4]=[CH:3][CH:2]=1.[CH3:15][N:16]([CH3:26])[CH2:17][CH2:18][CH2:19][N:20]1[CH2:25][CH2:24][NH:23][CH2:22][CH2:21]1.C1(C)C=CC(S(O)(=O)=O)=CC=1.C(O)(=O)C.C(O[BH-](OC(=O)C)OC(=O)C)(=O)C.[Na+].C(=O)([O-])[O-].[K+].[K+], predict the reaction product. The product is: [CH3:26][N:16]([CH3:15])[CH2:17][CH2:18][CH2:19][N:20]1[CH2:21][CH2:22][N:23]([CH:11]2[CH2:12][CH2:13][N:8]([CH2:7][C:1]3[CH:6]=[CH:5][CH:4]=[CH:3][CH:2]=3)[CH2:9][CH2:10]2)[CH2:24][CH2:25]1. (2) Given the reactants C(OC([N:8]1[CH2:13][CH2:12][N:11]([C:14]2[C:19]3[CH2:20][NH:21][C:22](=[O:23])[C:18]=3[CH:17]=[C:16]([C:24]3[CH:29]=[CH:28][N:27]=[C:26]([NH:30][CH:31]4[CH2:36][CH2:35][CH2:34][CH2:33][CH2:32]4)[CH:25]=3)[N:15]=2)[CH2:10][CH2:9]1)=O)(C)(C)C.FC(F)(F)C(O)=O, predict the reaction product. The product is: [CH:31]1([NH:30][C:26]2[CH:25]=[C:24]([C:16]3[N:15]=[C:14]([N:11]4[CH2:10][CH2:9][NH:8][CH2:13][CH2:12]4)[C:19]4[CH2:20][NH:21][C:22](=[O:23])[C:18]=4[CH:17]=3)[CH:29]=[CH:28][N:27]=2)[CH2:32][CH2:33][CH2:34][CH2:35][CH2:36]1. (3) Given the reactants C([O:3][C:4]([C:6]1[C:14]2[C:9](=[CH:10][CH:11]=[C:12]([Br:15])[CH:13]=2)[NH:8][N:7]=1)=[O:5])C.[H-].[Na+].[C:18](Cl)([C:31]1[CH:36]=[CH:35][CH:34]=[CH:33][CH:32]=1)([C:25]1[CH:30]=[CH:29][CH:28]=[CH:27][CH:26]=1)[C:19]1[CH:24]=[CH:23][CH:22]=[CH:21][CH:20]=1.[Cl-].[NH4+], predict the reaction product. The product is: [Br:15][C:12]1[CH:13]=[C:14]2[C:9](=[CH:10][CH:11]=1)[N:8]([C:18]([C:19]1[CH:24]=[CH:23][CH:22]=[CH:21][CH:20]=1)([C:31]1[CH:32]=[CH:33][CH:34]=[CH:35][CH:36]=1)[C:25]1[CH:26]=[CH:27][CH:28]=[CH:29][CH:30]=1)[N:7]=[C:6]2[C:4]([OH:3])=[O:5]. (4) Given the reactants [Cl:1][C:2]1[CH:11]=[C:6]([C:7]([O:9][CH3:10])=[O:8])[C:5]([OH:12])=[CH:4][CH:3]=1.C([O-])([O-])=O.[K+].[K+].[CH3:19][O:20][CH2:21][CH2:22]Br, predict the reaction product. The product is: [CH3:10][O:9][C:7](=[O:8])[C:6]1[CH:11]=[C:2]([Cl:1])[CH:3]=[CH:4][C:5]=1[O:12][CH2:22][CH2:21][O:20][CH3:19]. (5) Given the reactants [C:1](C1NC=CN=1)(C1NC=CN=1)=[S:2].[O:13]([C:20]1[CH:26]=[CH:25][CH:24]=[CH:23][C:21]=1[NH2:22])[C:14]1[CH:19]=[CH:18][CH:17]=[CH:16][CH:15]=1, predict the reaction product. The product is: [O:13]([C:20]1[CH:26]=[CH:25][CH:24]=[CH:23][C:21]=1[N:22]=[C:1]=[S:2])[C:14]1[CH:15]=[CH:16][CH:17]=[CH:18][CH:19]=1.